This data is from Reaction yield outcomes from USPTO patents with 853,638 reactions. The task is: Predict the reaction yield, written as a fraction of the theoretical maximum amount of product (1.0 means a 100% yield; for example, 0.34 means a 34% yield). (1) The reactants are [OH2:1].C[N+]1([O-])[CH2:8][CH2:7][O:6][CH2:5][CH2:4]1.[C:10]([NH:20][CH2:21][CH2:22][CH2:23][CH2:24][C:25]1[CH:30]=[CH:29][C:28](OCC=C)=CC=1)([O:12][CH2:13][C:14]1[CH:19]=[CH:18][CH:17]=[CH:16][CH:15]=1)=[O:11].OS([O-])=O.[Na+].[C:40]([OH:44])(C)(C)C. The catalyst is CC(C)=O.O.[Os](=O)(=O)(=O)=O. The product is [C:10]([NH:20][CH2:21][CH2:22][CH2:23][CH2:24][C:25]1[CH:30]=[CH:29][CH:28]=[CH:8][C:7]=1[O:6][CH2:5][CH:4]([OH:1])[CH2:40][OH:44])([O:12][CH2:13][C:14]1[CH:15]=[CH:16][CH:17]=[CH:18][CH:19]=1)=[O:11]. The yield is 0.620. (2) The catalyst is C(Cl)Cl. The product is [CH3:27][CH:26]1[C:21]([C:18]2[CH:17]=[CH:16][C:15]([O:14][CH:11]3[CH2:12][CH2:13][NH:8][CH2:9][CH2:10]3)=[CH:20][CH:19]=2)=[N:22][NH:23][C:24](=[O:28])[CH2:25]1. The yield is 0.470. The reactants are C(OC([N:8]1[CH2:13][CH2:12][CH:11]([O:14][C:15]2[CH:20]=[CH:19][C:18]([C:21]3[CH:26]([CH3:27])[CH2:25][C:24](=[O:28])[NH:23][N:22]=3)=[CH:17][CH:16]=2)[CH2:10][CH2:9]1)=O)(C)(C)C.FC(F)(F)C(O)=O.